This data is from Catalyst prediction with 721,799 reactions and 888 catalyst types from USPTO. The task is: Predict which catalyst facilitates the given reaction. (1) Reactant: C(O[C:6](=[O:36])[NH:7][CH2:8][C:9](=[O:35])[NH:10][CH2:11][CH:12]1[CH2:17][CH2:16][CH:15]([CH2:18][N:19]2[CH2:25][CH2:24][C:23]3[CH:26]=[CH:27][C:28]([C:30](=[O:34])[CH:31]([CH3:33])[CH3:32])=[CH:29][C:22]=3[CH2:21][CH2:20]2)[CH2:14][CH2:13]1)(C)(C)C.C(O)(C(F)(F)F)=O.[CH3:44][C:45]1[CH:54]=[CH:53][C:52]2[C:51](C(O)=O)=[CH:50][CH:49]=[CH:48][C:47]=2[N:46]=1. Product: [CH3:33][CH:31]([CH3:32])[C:30]([C:28]1[CH:27]=[CH:26][C:23]2[CH2:24][CH2:25][N:19]([CH2:18][CH:15]3[CH2:14][CH2:13][CH:12]([CH2:11][NH:10][C:9]([CH2:8][NH:7][C:6]([C:51]4[C:52]5[CH:53]=[CH:54][C:45]([CH3:44])=[N:46][C:47]=5[CH:48]=[CH:49][CH:50]=4)=[O:36])=[O:35])[CH2:17][CH2:16]3)[CH2:20][CH2:21][C:22]=2[CH:29]=1)=[O:34]. The catalyst class is: 22. (2) Reactant: CCN=C=NCCCN(C)C.[NH2:12][C:13]1[C:18]([O:19][C:20]2([CH:26]([N:30]([CH2:38][C:39]3[CH:44]=[CH:43][CH:42]=[CH:41][CH:40]=3)[CH2:31][C:32]3[CH:37]=[CH:36][CH:35]=[CH:34][CH:33]=3)[C:27]([OH:29])=O)[CH2:25][CH2:24][O:23][CH2:22][CH2:21]2)=[C:17]([F:45])[C:16]([F:46])=[CH:15][CH:14]=1. Product: [CH2:38]([N:30]([CH2:31][C:32]1[CH:33]=[CH:34][CH:35]=[CH:36][CH:37]=1)[CH:26]1[C:20]2([CH2:21][CH2:22][O:23][CH2:24][CH2:25]2)[O:19][C:18]2[C:17]([F:45])=[C:16]([F:46])[CH:15]=[CH:14][C:13]=2[NH:12][C:27]1=[O:29])[C:39]1[CH:44]=[CH:43][CH:42]=[CH:41][CH:40]=1. The catalyst class is: 18. (3) Reactant: [Br:1][C:2]1[CH:3]=[C:4]([C:8]2[C:13]([CH:14]=O)=[C:12]([CH3:16])[N:11]=[C:10]3[N:17]([CH2:20][CH3:21])[N:18]=[CH:19][C:9]=23)[CH:5]=[N:6][CH:7]=1.N1C=CC=CC=1.Cl.[NH2:29][OH:30]. Product: [Br:1][C:2]1[CH:3]=[C:4]([C:8]2[C:13]([CH:14]=[N:29][OH:30])=[C:12]([CH3:16])[N:11]=[C:10]3[N:17]([CH2:20][CH3:21])[N:18]=[CH:19][C:9]=23)[CH:5]=[N:6][CH:7]=1. The catalyst class is: 18. (4) Reactant: [CH:1]1([N:6]2[C:11]3=[N:12][C:13](S(C)=O)=[N:14][CH:15]=[C:10]3[CH2:9][NH:8][C:7]2=[O:19])[CH2:5][CH2:4][CH2:3][CH2:2]1.[CH3:20][O:21][C:22]1[CH:27]=[CH:26][C:25]([NH2:28])=[CH:24][CH:23]=1.CS(C)=O. Product: [CH:1]1([N:6]2[C:11]3=[N:12][C:13]([NH:28][C:25]4[CH:26]=[CH:27][C:22]([O:21][CH3:20])=[CH:23][CH:24]=4)=[N:14][CH:15]=[C:10]3[CH2:9][NH:8][C:7]2=[O:19])[CH2:5][CH2:4][CH2:3][CH2:2]1. The catalyst class is: 13. (5) Reactant: [CH3:1][O:2][C:3](=[O:29])[C@@H:4]([NH:21][C:22]([O:24][C:25]([CH3:28])([CH3:27])[CH3:26])=[O:23])[CH2:5][C:6]1[CH:11]=[CH:10][C:9]([OH:12])=[C:8]([O:13][CH2:14][C:15]2[CH:20]=[CH:19][CH:18]=[CH:17][CH:16]=2)[CH:7]=1.[CH3:30][NH:31][C:32](O[N:31]1[C:30](=O)CC[C:32]1=[O:33])=[O:33]. Product: [CH3:1][O:2][C:3](=[O:29])[C@@H:4]([NH:21][C:22]([O:24][C:25]([CH3:26])([CH3:28])[CH3:27])=[O:23])[CH2:5][C:6]1[CH:11]=[CH:10][C:9]([O:12][C:32](=[O:33])[NH:31][CH3:30])=[C:8]([O:13][CH2:14][C:15]2[CH:16]=[CH:17][CH:18]=[CH:19][CH:20]=2)[CH:7]=1. The catalyst class is: 10. (6) Reactant: C(O[C:4](=[O:14])[C:5]1[C:10]([OH:11])=[CH:9][CH:8]=[CH:7][C:6]=1[CH2:12]Br)C.[C:15]([C:19]1[CH:25]=[CH:24][C:22]([NH2:23])=[CH:21][CH:20]=1)([CH3:18])([CH3:17])[CH3:16]. Product: [C:15]([C:19]1[CH:20]=[CH:21][C:22]([N:23]2[CH2:12][C:6]3[C:5](=[C:10]([OH:11])[CH:9]=[CH:8][CH:7]=3)[C:4]2=[O:14])=[CH:24][CH:25]=1)([CH3:18])([CH3:16])[CH3:17]. The catalyst class is: 41.